Dataset: Reaction yield outcomes from USPTO patents with 853,638 reactions. Task: Predict the reaction yield, written as a fraction of the theoretical maximum amount of product (1.0 means a 100% yield; for example, 0.34 means a 34% yield). (1) The reactants are [F:1][C:2]1[CH:7]=[CH:6][C:5]([N+:8]([O-])=O)=[C:4]([O:11][CH:12]([CH3:14])[CH3:13])[CH:3]=1.CCO.CC1C=C2N=C3C(=NC(NC3=O)=O)N(C[C@H](O)[C@H](O)[C@H](O)CO)C2=CC=1C. The catalyst is O.[Pd]. The product is [F:1][C:2]1[CH:7]=[CH:6][C:5]([NH2:8])=[C:4]([O:11][CH:12]([CH3:14])[CH3:13])[CH:3]=1. The yield is 0.980. (2) The reactants are [C:1]([C:5]1[O:9][N:8]=[C:7]([NH:10][C:11]([NH:13][C:14]2[CH:19]=[CH:18][CH:17]=[C:16]([SH:20])[CH:15]=2)=[O:12])[CH:6]=1)([CH3:4])([CH3:3])[CH3:2].Cl[C:22]1[C:31]2[C:26](=[CH:27][C:28]([O:36][CH3:37])=[C:29]([O:32][CH2:33][CH2:34][Cl:35])[CH:30]=2)[N:25]=[CH:24][N:23]=1. No catalyst specified. The product is [C:1]([C:5]1[O:9][N:8]=[C:7]([NH:10][C:11]([NH:13][C:14]2[CH:19]=[CH:18][CH:17]=[C:16]([S:20][C:22]3[C:31]4[C:26](=[CH:27][C:28]([O:36][CH3:37])=[C:29]([O:32][CH2:33][CH2:34][Cl:35])[CH:30]=4)[N:25]=[CH:24][N:23]=3)[CH:15]=2)=[O:12])[CH:6]=1)([CH3:4])([CH3:2])[CH3:3]. The yield is 0.790. (3) The reactants are [C:1]1([CH:7]([C:29]2[CH:34]=[CH:33][CH:32]=[CH:31][CH:30]=2)[N:8]2[C:16]3[C:11](=[CH:12][C:13]([CH3:17])=[CH:14][CH:15]=3)[CH:10]([C:18]3[C:26]([OH:27])=[CH:25][C:21]4[O:22][CH2:23][O:24][C:20]=4[CH:19]=3)[C:9]2=[O:28])[CH:6]=[CH:5][CH:4]=[CH:3][CH:2]=1.[CH2:35]=[O:36].C(NC(C)C)(C)C. The catalyst is ClCCl. The product is [C:29]1([CH:7]([C:1]2[CH:2]=[CH:3][CH:4]=[CH:5][CH:6]=2)[N:8]2[C:16]3[C:11](=[CH:12][C:13]([CH3:17])=[CH:14][CH:15]=3)[C:10]([C:18]3[C:26]([OH:27])=[CH:25][C:21]4[O:22][CH2:23][O:24][C:20]=4[CH:19]=3)([CH2:35][OH:36])[C:9]2=[O:28])[CH:30]=[CH:31][CH:32]=[CH:33][CH:34]=1. The yield is 0.630. (4) The reactants are [N:1]1[N:2]2[CH:10]=[CH:9][CH:8]=[C:3]2[C:4]([NH2:7])=[N:5][CH:6]=1.[Br:11]N1C(C)(C)C(=O)N(Br)C1=O.CO.C(Cl)Cl.[O-]S([O-])=O.[Na+].[Na+]. The catalyst is CN(C=O)C.C(OCC)(=O)C. The product is [Br:11][C:10]1[N:2]2[C:3]([C:4]([NH2:7])=[N:5][CH:6]=[N:1]2)=[CH:8][CH:9]=1. The yield is 0.900.